This data is from TCR-epitope binding with 47,182 pairs between 192 epitopes and 23,139 TCRs. The task is: Binary Classification. Given a T-cell receptor sequence (or CDR3 region) and an epitope sequence, predict whether binding occurs between them. (1) The epitope is KRWIIMGLNK. The TCR CDR3 sequence is CASSLTGAITDTQYF. Result: 0 (the TCR does not bind to the epitope). (2) The epitope is KPLEFGATSAAL. The TCR CDR3 sequence is CASSLAGLANEQYF. Result: 1 (the TCR binds to the epitope). (3) The epitope is GLIYNRMGAVTTEV. The TCR CDR3 sequence is CASSLGQDAYEQYF. Result: 0 (the TCR does not bind to the epitope). (4) The epitope is RLRPGGKKR. The TCR CDR3 sequence is CASSQEGLRNTGELFF. Result: 0 (the TCR does not bind to the epitope). (5) The epitope is VTEHDTLLY. The TCR CDR3 sequence is CASSRYRQYNQPQHF. Result: 1 (the TCR binds to the epitope). (6) The epitope is KAFSPEVIPMF. The TCR CDR3 sequence is CASSLEVGESLHF. Result: 0 (the TCR does not bind to the epitope). (7) The epitope is SGPLKAEIAQRLED. The TCR CDR3 sequence is CASSLSAGGSTDTQYF. Result: 0 (the TCR does not bind to the epitope). (8) The epitope is PKYVKQNTLKLAT. The TCR CDR3 sequence is CASSPITGLTGELFF. Result: 0 (the TCR does not bind to the epitope). (9) The epitope is TPRVTGGGAM. The TCR CDR3 sequence is CASSYSSGELFF. Result: 1 (the TCR binds to the epitope). (10) The epitope is QARQMVQAMRTIGTHP. The TCR CDR3 sequence is CASRIGGAPNNEQFF. Result: 0 (the TCR does not bind to the epitope).